This data is from Experimentally validated miRNA-target interactions with 360,000+ pairs, plus equal number of negative samples. The task is: Binary Classification. Given a miRNA mature sequence and a target amino acid sequence, predict their likelihood of interaction. (1) The miRNA is mmu-miR-3079-5p with sequence UUUGAUCUGAUGAGCUAAGCUGG. The protein sequence of the target gene is MEEVVIAGMSGKLPESENLQEFWANLIGGVDMVTDDDRRWKAGLYGLPKRSGKLKDLSKFDASFFGVHPKQAHTMDPQLRLLLEVSYEAIVDGGINPASLRGTNTGVWVGVSGSEASEALSRDPETLLGYSMVGCQRAMMANRLSFFFDFKGPSIALDTACSSSLLALQNAYQAIRSGECPAALVGGINLLLKPNTSVQFMKLGMLSPDGTCRSFDDSGSGYCRSEAVVAVLLTKKSLARRVYATILNAGTNTDGSKEQGVTFPSGEVQEQLICSLYQPAGLAPESLEYIEAHGTGTKVG.... Result: 0 (no interaction). (2) The miRNA is mmu-miR-106b-5p with sequence UAAAGUGCUGACAGUGCAGAU. The protein sequence of the target gene is MTEETHPDDDSYIVRVKAVVMTRDDSSGGWFPQEGGGISRVGVCKVMHPEGNGRSGFLIHGERQKDKLVVLECYVRKDLVYTKANPTFHHWKVDNRKFGLTFQSPADARAFDRGVRKAIEDLIEGSTTSSSTLHNEAELGDDDVFTTATDSSSNSSQKREPTTRTISSPTSCEHRKIYTLDPYPMDHYHPDQRLPRSYPQVTFPEDDEEIVRINPREKIWMTGYEDYRHAPVRGKYLDTTEDADSYVRFAKGEVPKHEYTYPYVDSSDFGFGEDPKGSVIKTQPPRAKSRRRKENGERSR.... Result: 0 (no interaction). (3) The miRNA is mmu-miR-135a-1-3p with sequence UAUAGGGAUUGGAGCCGUGGCG. The protein sequence of the target gene is MMLLLPLLAVFLVKRSHTRTHSLRYFRLAVSDPGPVVPEFISVGYVDSHPITTYDSVTRQKEPKAPWMAENLAPDHWERYTQLLRGWQQTFKAELRHLQRHYNHSGLHTYQRMIGCELLEDGSTTGFLQYAYDGQDFIIFNKDTLSWLAMDYVAHITKQAWEANLHELQYQKNWLEEECIAWLKRFLEYGRDTLERTEHPVVRTTRKETFPGITTFFCRAHGFYPPEISMTWMKNGEEIAQEVDYGGVLPSGDGTYQTWLSVNLDPQSNDVYSCHVEHCGRQMVLEAPRESGDILRVSTI.... Result: 0 (no interaction). (4) The miRNA is hsa-miR-4640-5p with sequence UGGGCCAGGGAGCAGCUGGUGGG. The protein sequence of the target gene is MVPKADSGAFLLLFLLVLTVTEPLRPELRCNPGQFACRSGTIQCIPLPWQCDGWATCEDESDEANCPEVTGEVRPHHGKEAVDPRQGRARGGDPSHFHAVNVAQPVRFSSFLGKCPTGWHHYEGTASCYRVYLSGENYWDAAQTCQRLNGSLATFSTDQELRFVLAQEWDQPERSFGWKDQRKLWVGYQYVITGRNRSLEGRWEVAFKGSSEVFLPPDPIFASAMSENDNVFCAQLQCFHFPTLRHHDLHSWHAESCYEKSSFLCKRSQTCVDIKDNVVDEGFYFTPKGDDPCLSCTCHG.... Result: 0 (no interaction).